From a dataset of Forward reaction prediction with 1.9M reactions from USPTO patents (1976-2016). Predict the product of the given reaction. (1) Given the reactants C(C(O)=O)(F)(F)F.[OH:8][C@H:9]1[CH2:13][NH:12][C@H:11]([C:14]([OH:16])=[O:15])[CH2:10]1.C(S(O)(=O)=O)(F)(F)F.[C:25]([Cl:30])(=[O:29])[C:26]([CH3:28])=[CH2:27], predict the reaction product. The product is: [ClH:30].[C:25]([O:15][C:14](=[O:16])[C@@H:11]1[CH2:10][C@@H:9]([OH:8])[CH2:13][NH:12]1)(=[O:29])[C:26]([CH3:28])=[CH2:27]. (2) Given the reactants [OH:1][C:2]1[CH:3]=[C:4]([CH:9]=[CH:10][CH:11]=1)[C:5]([O:7][CH3:8])=[O:6].C(=O)([O-])[O-].[K+].[K+].[CH2:18](Br)[CH:19]=[CH2:20], predict the reaction product. The product is: [CH2:20]([O:1][C:2]1[CH:3]=[C:4]([CH:9]=[CH:10][CH:11]=1)[C:5]([O:7][CH3:8])=[O:6])[CH:19]=[CH2:18].